From a dataset of Full USPTO retrosynthesis dataset with 1.9M reactions from patents (1976-2016). Predict the reactants needed to synthesize the given product. Given the product [C:27]([O:26][C:24]([NH:23][C@@H:18]([CH2:19][CH:20]([CH3:22])[CH3:21])[CH2:17][O:16][C:13]1[CH:14]=[CH:15][C:10]([C:9]2[C:4]([C:3]([OH:32])=[O:2])=[CH:5][N:6]=[CH:7][CH:8]=2)=[C:11]([F:31])[CH:12]=1)=[O:25])([CH3:30])([CH3:29])[CH3:28], predict the reactants needed to synthesize it. The reactants are: C[O:2][C:3](=[O:32])[C:4]1[C:9]([C:10]2[CH:15]=[CH:14][C:13]([O:16][CH2:17][C@@H:18]([NH:23][C:24]([O:26][C:27]([CH3:30])([CH3:29])[CH3:28])=[O:25])[CH2:19][CH:20]([CH3:22])[CH3:21])=[CH:12][C:11]=2[F:31])=[CH:8][CH:7]=[N:6][CH:5]=1.CO.O.[OH-].[Li+].